Predict the reactants needed to synthesize the given product. From a dataset of Full USPTO retrosynthesis dataset with 1.9M reactions from patents (1976-2016). (1) Given the product [C:1]([O:5][C:6]([N:8]1[CH2:13][CH2:12][CH:11]([O:14][C:15]2[CH:20]=[CH:19][C:18]([N+:21]([O-:23])=[O:22])=[CH:17][C:16]=2[C:24](=[O:26])[NH2:37])[CH2:10][CH2:9]1)=[O:7])([CH3:2])([CH3:4])[CH3:3], predict the reactants needed to synthesize it. The reactants are: [C:1]([O:5][C:6]([N:8]1[CH2:13][CH2:12][CH:11]([O:14][C:15]2[CH:20]=[CH:19][C:18]([N+:21]([O-:23])=[O:22])=[CH:17][C:16]=2[C:24]([OH:26])=O)[CH2:10][CH2:9]1)=[O:7])([CH3:4])([CH3:3])[CH3:2].ClC(OCC(C)C)=O.C([N:37](CC)CC)C.N. (2) Given the product [NH2:7][CH:8]1[CH2:13][CH2:12][N:11]([CH2:14][CH2:15][N:16]2[C:25]3[C:20](=[CH:21][C:22]([F:27])=[C:23]([F:26])[CH:24]=3)[N:19]=[CH:18][C:17]2=[O:28])[CH2:10][CH2:9]1, predict the reactants needed to synthesize it. The reactants are: C(OC(=O)[NH:7][CH:8]1[CH2:13][CH2:12][N:11]([CH2:14][CH2:15][N:16]2[C:25]3[C:20](=[CH:21][C:22]([F:27])=[C:23]([F:26])[CH:24]=3)[N:19]=[CH:18][C:17]2=[O:28])[CH2:10][CH2:9]1)(C)(C)C.FC(F)(F)C(O)=O.NC1CCN(CCN2C3C(=CC=C(F)C=3)N=CC2=O)CC1. (3) Given the product [C:25]1([CH2:24][CH2:23][CH2:22][CH2:21][CH2:20][O:29][C:30](=[O:31])[NH:10][C@H:9]2[CH2:8][NH:7][C:6]2=[O:5])[CH:26]=[CH:27][CH:28]=[CH:2][CH:1]=1, predict the reactants needed to synthesize it. The reactants are: [C:1]([O-])(=O)[CH3:2].[O:5]=[C:6]1[C@@H:9]([NH3+:10])[CH2:8][NH:7]1.CCN(C(C)C)C(C)C.[CH2:20]([O:29][C:30](N1C=CC=CC1=O)=[O:31])[CH2:21][CH2:22][CH2:23][CH2:24][CH2:25][CH2:26][CH2:27][CH3:28].CCOCC.